This data is from Experimentally validated miRNA-target interactions with 360,000+ pairs, plus equal number of negative samples. The task is: Binary Classification. Given a miRNA mature sequence and a target amino acid sequence, predict their likelihood of interaction. (1) The miRNA is hsa-miR-520a-5p with sequence CUCCAGAGGGAAGUACUUUCU. The protein sequence of the target gene is MAVAVASGFWIWAAVLLVPAAAVYEDQVGKFDWRQQYVGKIKFASLEFSPGSKKLVVATEKNVIAALNSRTGEILWRHVDKGTAEGAVDAMLVHGQDAITVSNGGRLMRSWETNIGGLNWEITLDTGSFQALGLVGLQESVRYIAVLKKTTLTLHHLSSGHLKWVEHLPESDSILYQMVYSYGSGVVWALGIVPFSHVNIVKFNVEDGEIVQQVRVWTPWLQHLTGACGVVDEAVLVCPDPSSHSLHTLALETEWELRQIPLQSPDLEFGSGFQPQVLPTQPSPVAPSRAQFFLQLSPSH.... Result: 0 (no interaction). (2) The miRNA is hsa-miR-4324 with sequence CCCUGAGACCCUAACCUUAA. The protein sequence of the target gene is MAGAGGGNDIQWCFSQVKGAVDDDVAEADIISTVEFNHSGELLATGDKGGRVVIFQQEQENKIQSHSRGEYNVYSTFQSHEPEFDYLKSLEIEEKINKIRWLPQKNAAQFLLSTNDKTIKLWKISERDKRPEGYNLKEEDGRYRDPTTVTTLRVPVFRPMDLMVEASPRRIFANAHTYHINSISINSDYETYLSADDLRINLWHLEITDRSFNIVDIKPANMEELTEVITAAEFHPNSCNTFVYSSSKGTIRLCDMRASALCDRHSKLFEEPEDPSNRSFFSEIISSISDVKFSHSGRYM.... Result: 0 (no interaction). (3) The miRNA is hsa-miR-6780b-5p with sequence UGGGGAAGGCUUGGCAGGGAAGA. The protein sequence of the target gene is MDDEDGRCLLDVICDPQALNDFLHGSEKLDSDDLLDNPGEAQSAFYEGPGLHVQEASGNHLNPEPNQPAPSVDLDFLEDDILGSPATGGGGGGSGGADQPCDILQQSLQEANITEQTLEAEAELDLGPFQLPTLQPADGGAGPTGAGGAAAVAAGPQALFPGSTDLLGLQGPPTVLTHQALVPPQDVVNKALSVQPFLQPVGLGNVTLQPIPGLQGLPNGSPGGATAATLGLAPIQVVGQPVMALNTPTSQLLAKQVPVSGYLASAAGPSEPVTLASAGVSPQGAGLVIQKNLSAAVATT.... Result: 1 (interaction).